Predict the reaction yield, written as a fraction of the theoretical maximum amount of product (1.0 means a 100% yield; for example, 0.34 means a 34% yield). From a dataset of Reaction yield outcomes from USPTO patents with 853,638 reactions. The product is [OH:1][C:2]1[CH:15]=[CH:14][CH:13]=[CH:12][C:3]=1/[CH:4]=[C:5]1/[C:6](=[O:11])[N:7]=[C:8]([N:16]2[CH2:21][CH2:20][O:19][CH2:18][CH2:17]2)[S:9]/1. The yield is 0.330. The catalyst is C(O)C. The reactants are [OH:1][C:2]1[CH:15]=[CH:14][CH:13]=[CH:12][C:3]=1/[CH:4]=[C:5]1/[C:6](=[O:11])[NH:7][C:8](=S)[S:9]/1.[NH:16]1[CH2:21][CH2:20][O:19][CH2:18][CH2:17]1.